From a dataset of Reaction yield outcomes from USPTO patents with 853,638 reactions. Predict the reaction yield, written as a fraction of the theoretical maximum amount of product (1.0 means a 100% yield; for example, 0.34 means a 34% yield). The reactants are Br[C:2]1[C:3]([C:7]2[CH:8]=[N:9][CH:10]=[CH:11][CH:12]=2)=[N:4][O:5][CH:6]=1.[C:13]([Si](C)(C)C)#[C:14][CH2:15][CH2:16][CH2:17][CH2:18][CH3:19].CC([O-])=O.[K+].CCCC[N+](CCCC)(CCCC)CCCC.[F-]. The catalyst is C(OCC)(=O)C.CC([O-])=O.CC([O-])=O.[Pd+2].CN(C=O)C. The product is [C:13]([C:2]1[C:3]([C:7]2[CH:8]=[N:9][CH:10]=[CH:11][CH:12]=2)=[N:4][O:5][CH:6]=1)#[C:14][CH2:15][CH2:16][CH2:17][CH2:18][CH3:19]. The yield is 0.300.